This data is from Full USPTO retrosynthesis dataset with 1.9M reactions from patents (1976-2016). The task is: Predict the reactants needed to synthesize the given product. (1) Given the product [CH:8]([C:6]1[S:7][C:3]([C:2](=[O:1])[C:13]2[CH:18]=[CH:17][CH:16]=[CH:15][C:14]=2[N+:19]([O-:21])=[O:20])=[C:4]([C:11]#[N:12])[N:5]=1)([CH3:10])[CH3:9], predict the reactants needed to synthesize it. The reactants are: [OH:1][CH:2]([C:13]1[CH:18]=[CH:17][CH:16]=[CH:15][C:14]=1[N+:19]([O-:21])=[O:20])[C:3]1[S:7][C:6]([CH:8]([CH3:10])[CH3:9])=[N:5][C:4]=1[C:11]#[N:12]. (2) The reactants are: [C:1]1([C:26]2[CH:31]=[CH:30][CH:29]=[CH:28][CH:27]=2)[CH:6]=[CH:5][CH:4]=[C:3]([CH2:7][CH:8]([OH:25])[CH2:9][CH2:10][CH:11]2[CH2:15][CH2:14][C:13](=[O:16])[N:12]2[CH2:17][CH2:18][CH2:19][CH2:20][CH2:21][CH2:22][C:23]#[N:24])[CH:2]=1.N([Si:35](C)([CH3:37])[CH3:36])=[N+]=[N-].C([Sn](=O)CCCC)CCC.Cl.[C:50]1([CH3:56])[CH:55]=CC=C[CH:51]=1. Given the product [C:1]1([C:26]2[CH:27]=[CH:28][CH:29]=[CH:30][CH:31]=2)[CH:6]=[CH:5][CH:4]=[C:3]([CH2:7][CH:8]([O:25][Si:35]([C:50]([CH3:56])([CH3:55])[CH3:51])([CH3:37])[CH3:36])[CH2:9][CH2:10][CH:11]2[CH2:15][CH2:14][C:13](=[O:16])[N:12]2[CH2:17][CH2:18][CH2:19][CH2:20][CH2:21][CH2:22][C:23]#[N:24])[CH:2]=1, predict the reactants needed to synthesize it.